From a dataset of Reaction yield outcomes from USPTO patents with 853,638 reactions. Predict the reaction yield, written as a fraction of the theoretical maximum amount of product (1.0 means a 100% yield; for example, 0.34 means a 34% yield). (1) The reactants are [NH:1]1[CH2:6][CH2:5][CH2:4][CH2:3][CH2:2]1.C([O-])([O-])=O.[K+].[K+].Cl[CH2:14][C:15]([O:17][CH2:18][CH3:19])=[O:16]. The catalyst is CN(C=O)C. The product is [N:1]1([CH2:14][C:15]([O:17][CH2:18][CH3:19])=[O:16])[CH2:6][CH2:5][CH2:4][CH2:3][CH2:2]1. The yield is 0.800. (2) The reactants are Cl.[O:2]=[C:3]1[CH2:9][CH2:8][CH2:7][NH:6][CH2:5][CH2:4]1.[OH-].[Na+].[C:12]([O:16][C:17](OC([O-])=O)=[O:18])([CH3:15])([CH3:14])[CH3:13]. The catalyst is CC(O)(C)C.O. The product is [C:12]([O:16][C:17]([N:6]1[CH2:7][CH2:8][CH2:9][C:3](=[O:2])[CH2:4][CH2:5]1)=[O:18])([CH3:15])([CH3:14])[CH3:13]. The yield is 0.840. (3) The reactants are [CH2:1]([O:7][C:8]1[CH:13]=[CH:12][C:11]([CH2:14][CH2:15][CH2:16][NH:17][C@H:18]([C:37]2[CH:42]=[CH:41][CH:40]=[CH:39][CH:38]=2)[C@H:19]([NH:26][S:27]([C:30]2[CH:35]=[CH:34][C:33]([CH3:36])=[CH:32][CH:31]=2)(=[O:29])=[O:28])[C:20]2[CH:25]=[CH:24][CH:23]=[CH:22][CH:21]=2)=[CH:10][CH:9]=1)[CH2:2][CH2:3][CH2:4][C:5]#[CH:6].[Na].O=C1O[C@H]([C@H](CO)O)C([O-])=C1O.[CH2:56]([N:63]=[N+:64]=[N-:65])[C:57]1[CH:62]=[CH:61][CH:60]=[CH:59][CH:58]=1.[OH-].[NH4+]. The catalyst is CC([O-])=O.CC([O-])=O.[Cu+2].CCOC(C)=O. The product is [CH2:56]([N:63]1[C:5]([CH2:4][CH2:3][CH2:2][CH2:1][O:7][C:8]2[CH:9]=[CH:10][C:11]([CH2:14][CH2:15][CH2:16][NH:17][C@H:18]([C:37]3[CH:38]=[CH:39][CH:40]=[CH:41][CH:42]=3)[C@H:19]([NH:26][S:27]([C:30]3[CH:31]=[CH:32][C:33]([CH3:36])=[CH:34][CH:35]=3)(=[O:29])=[O:28])[C:20]3[CH:25]=[CH:24][CH:23]=[CH:22][CH:21]=3)=[CH:12][CH:13]=2)=[CH:6][N:65]=[N:64]1)[C:57]1[CH:62]=[CH:61][CH:60]=[CH:59][CH:58]=1. The yield is 0.950. (4) The catalyst is O. The product is [NH2:2][C:1]1[N:16]([CH:17]2[CH2:18][CH2:19][CH2:20][CH2:21]2)[C:14]2[N:15]=[C:10]([Cl:9])[N:11]=[CH:12][C:13]=2[C:29](=[O:30])[C:3]=1[C:4]([NH2:6])=[O:5]. The reactants are [C:1]([CH2:3][C:4]([NH2:6])=[O:5])#[N:2].[H-].[Na+].[Cl:9][C:10]1(C(F)=O)[N:15]=[C:14]([NH:16][CH:17]2[CH2:21][CH2:20][CH2:19][CH2:18]2)[CH:13]=[CH:12][NH:11]1.Cl.CN([CH:29]=[O:30])C. The yield is 0.0900. (5) The reactants are C([Mg]Br)(C)C.[Br:6][C:7]1[CH:12]=[CH:11][C:10]([C:13]#[CH:14])=[CH:9][CH:8]=1.[CH2:15]([Si:19](Cl)([CH3:21])[CH3:20])[CH2:16][CH2:17][CH3:18]. The catalyst is C1COCC1. The product is [Br:6][C:7]1[CH:12]=[CH:11][C:10]([C:13]#[C:14][Si:19]([CH2:15][CH2:16][CH2:17][CH3:18])([CH3:21])[CH3:20])=[CH:9][CH:8]=1. The yield is 0.900. (6) The reactants are C[N:2](C)[CH:3]=[CH:4][C:5]([C:7]1[C:12](=[O:13])[CH:11]=[CH:10][N:9]([C:14]2[CH:22]=[CH:21][C:17]([C:18]([NH2:20])=[O:19])=[CH:16][CH:15]=2)[N:8]=1)=O.[C:24]1([NH:30]N)[CH:29]=[CH:28][CH:27]=[CH:26][CH:25]=1. The catalyst is CO. The product is [O:13]=[C:12]1[CH:11]=[CH:10][N:9]([C:14]2[CH:22]=[CH:21][C:17]([C:18]([NH2:20])=[O:19])=[CH:16][CH:15]=2)[N:8]=[C:7]1[C:5]1[N:30]([C:24]2[CH:29]=[CH:28][CH:27]=[CH:26][CH:25]=2)[N:2]=[CH:3][CH:4]=1. The yield is 0.0600.